Task: Predict which catalyst facilitates the given reaction.. Dataset: Catalyst prediction with 721,799 reactions and 888 catalyst types from USPTO (1) Reactant: [CH2:1]([O:8][C:9]1[CH:10]=[C:11]([CH2:16][OH:17])[CH:12]=[CH:13][C:14]=1[CH3:15])[C:2]1[CH:7]=[CH:6][CH:5]=[CH:4][CH:3]=1.I(C1C=CC=CC=1C(O)=O)(=O)=O.C(OCC)(=O)C. Product: [CH2:1]([O:8][C:9]1[CH:10]=[C:11]([CH:12]=[CH:13][C:14]=1[CH3:15])[CH:16]=[O:17])[C:2]1[CH:3]=[CH:4][CH:5]=[CH:6][CH:7]=1. The catalyst class is: 16. (2) Reactant: [NH2:1][C:2]([CH3:15])([CH2:5][C:6]1[S:7][C:8]2[CH:14]=[CH:13][CH:12]=[CH:11][C:9]=2[N:10]=1)[C:3]#[N:4].[H-].[Al+3].[Li+].[H-].[H-].[H-].O.[OH-].[Na+]. Product: [S:7]1[C:8]2[CH:14]=[CH:13][CH:12]=[CH:11][C:9]=2[N:10]=[C:6]1[CH2:5][C:2]([CH3:15])([NH2:1])[CH2:3][NH2:4]. The catalyst class is: 165.